This data is from Forward reaction prediction with 1.9M reactions from USPTO patents (1976-2016). The task is: Predict the product of the given reaction. (1) Given the reactants [CH3:1][O:2][C:3]([C:5]1[CH:15]=[C:14]([O:16]C2C=CC(C(N3CCC3)=O)=CC=2)[C:8]2[CH2:9][C:10]([CH3:13])([CH3:12])[O:11][C:7]=2[CH:6]=1)=[O:4].[C:29]([O:33][C:34](=[O:43])[C:35]1[CH:40]=[CH:39][C:38](Br)=[CH:37][C:36]=1[F:42])([CH3:32])([CH3:31])[CH3:30].COC(C1C=C(O)C2CC(C)(C)OC=2C=1)=O, predict the reaction product. The product is: [CH3:1][O:2][C:3]([C:5]1[CH:15]=[C:14]([O:16][C:38]2[CH:39]=[CH:40][C:35]([C:34]([O:33][C:29]([CH3:32])([CH3:31])[CH3:30])=[O:43])=[C:36]([F:42])[CH:37]=2)[C:8]2[CH2:9][C:10]([CH3:13])([CH3:12])[O:11][C:7]=2[CH:6]=1)=[O:4]. (2) Given the reactants C(OC(=O)[NH:7][C:8]1[CH:13]=[C:12]([N:14]([CH:16]([CH3:18])[CH3:17])[CH3:15])[C:11]([C:19]([F:22])([F:21])[F:20])=[CH:10][C:9]=1[NH:23][C:24](=[O:36])[CH2:25][C:26]([C:28]1[CH:33]=[CH:32][N:31]=[C:30]([C:34]#[N:35])[CH:29]=1)=O)(C)(C)C.C(O)(C(F)(F)F)=O, predict the reaction product. The product is: [CH:16]([N:14]([CH3:15])[C:12]1[C:11]([C:19]([F:22])([F:21])[F:20])=[CH:10][C:9]2[NH:23][C:24](=[O:36])[CH2:25][C:26]([C:28]3[CH:33]=[CH:32][N:31]=[C:30]([C:34]#[N:35])[CH:29]=3)=[N:7][C:8]=2[CH:13]=1)([CH3:17])[CH3:18]. (3) The product is: [Cl:3][C:4]1[CH:36]=[CH:35][C:7]([O:8][C:9]2[C:18]([C:19]3[CH:20]=[N:21][N:22]([CH:24]4[CH2:29][CH2:28][N:27]([CH3:39])[CH2:26][CH2:25]4)[CH:23]=3)=[CH:17][CH:16]=[C:15]3[C:10]=2[CH2:11][CH2:12][C@H:13]([CH3:34])[N:14]3[C:30]([O:32][CH3:33])=[O:31])=[C:6]([C:37]#[N:38])[CH:5]=1. Given the reactants C=O.[Cl:3][C:4]1[CH:36]=[CH:35][C:7]([O:8][C:9]2[C:18]([C:19]3[CH:20]=[N:21][N:22]([CH:24]4[CH2:29][CH2:28][NH:27][CH2:26][CH2:25]4)[CH:23]=3)=[CH:17][CH:16]=[C:15]3[C:10]=2[CH2:11][CH2:12][C@H:13]([CH3:34])[N:14]3[C:30]([O:32][CH3:33])=[O:31])=[C:6]([C:37]#[N:38])[CH:5]=1.[C:39](O[BH-](OC(=O)C)OC(=O)C)(=O)C.[Na+], predict the reaction product.